This data is from Forward reaction prediction with 1.9M reactions from USPTO patents (1976-2016). The task is: Predict the product of the given reaction. (1) Given the reactants [CH2:1]([O:3][C:4]([C:6]1[N:11]=[CH:10][C:9]2[N:12]=[C:13]([C:15]3[CH:20]=[CH:19][CH:18]=[C:17]([O:21][CH3:22])[CH:16]=3)[S:14][C:8]=2[C:7]=1[OH:23])=[O:5])[CH3:2].[Br:24]N1C(=O)CCC1=O.C(OOC(=O)C1C=CC=CC=1)(=O)C1C=CC=CC=1, predict the reaction product. The product is: [CH2:1]([O:3][C:4]([C:6]1[N:11]=[C:10]([Br:24])[C:9]2[N:12]=[C:13]([C:15]3[CH:20]=[CH:19][CH:18]=[C:17]([O:21][CH3:22])[CH:16]=3)[S:14][C:8]=2[C:7]=1[OH:23])=[O:5])[CH3:2]. (2) The product is: [Br:8][C:5]1[N:4]=[C:3]([C:9]([O:11][CH3:12])=[O:10])[C:2]([O:18][CH3:17])=[N:7][CH:6]=1. Given the reactants N[C:2]1[C:3]([C:9]([O:11][CH3:12])=[O:10])=[N:4][C:5]([Br:8])=[CH:6][N:7]=1.N([O-])=O.[Na+].[CH3:17][OH:18].C(Cl)(Cl)Cl, predict the reaction product. (3) Given the reactants [F:1][C:2]1[CH:3]=[C:4]([CH:29]=[C:30]([N:32]2[CH2:37][CH2:36][O:35][CH2:34][CH2:33]2)[CH:31]=1)[C:5]([NH:7][C:8]1[C:17]2[C:12](=[CH:13][CH:14]=[CH:15][CH:16]=2)[C:11]([O:18][C:19]2[CH:24]=[CH:23][N:22]=[C:21](S(C)(=O)=O)[N:20]=2)=[CH:10][CH:9]=1)=[O:6].[CH3:38][N:39]([CH3:45])[C@@H:40]1[CH2:44][CH2:43][NH:42][CH2:41]1, predict the reaction product. The product is: [CH3:38][N:39]([CH3:45])[C@@H:40]1[CH2:44][CH2:43][N:42]([C:21]2[N:20]=[C:19]([O:18][C:11]3[C:12]4[C:17](=[CH:16][CH:15]=[CH:14][CH:13]=4)[C:8]([NH:7][C:5](=[O:6])[C:4]4[CH:29]=[C:30]([N:32]5[CH2:37][CH2:36][O:35][CH2:34][CH2:33]5)[CH:31]=[C:2]([F:1])[CH:3]=4)=[CH:9][CH:10]=3)[CH:24]=[CH:23][N:22]=2)[CH2:41]1. (4) Given the reactants [CH3:1][C:2]([C@H:4]1[C@@H:8]2[C@@H:9]3[C@@:22]([CH3:25])([CH2:23][CH2:24][C@@:7]2([CH2:31][OH:32])[CH2:6][CH2:5]1)[C@@:21]1([CH3:26])[C@@H:12]([C@:13]2([CH3:30])[C@@H:18]([CH2:19][CH2:20]1)[C:17]([CH3:28])([CH3:27])[C@@H:16]([OH:29])[CH2:15][CH2:14]2)[CH2:11][CH2:10]3)=[CH2:3].CC(C)=O.OS(O)(=O)=O.O=[Cr](=O)=O.CO.O, predict the reaction product. The product is: [CH3:3][C:2]([C@H:4]1[C@@H:8]2[C@@H:9]3[C@@:22]([CH3:25])([CH2:23][CH2:24][C@@:7]2([CH:31]=[O:32])[CH2:6][CH2:5]1)[C@@:21]1([CH3:26])[C@@H:12]([C@:13]2([CH3:30])[C@@H:18]([CH2:19][CH2:20]1)[C:17]([CH3:28])([CH3:27])[C:16](=[O:29])[CH2:15][CH2:14]2)[CH2:11][CH2:10]3)=[CH2:1].